This data is from Full USPTO retrosynthesis dataset with 1.9M reactions from patents (1976-2016). The task is: Predict the reactants needed to synthesize the given product. (1) The reactants are: C[Si](C)(C)[C:3]1[Se:7][C:6]2=[C:8]([O:28][CH2:29][CH:30]([CH2:35][CH3:36])[CH2:31][CH2:32][CH2:33][CH3:34])[C:9]3[CH:13]=[C:12]([Si](C)(C)C)[Se:11][C:10]=3[C:18]([O:19][CH2:20][CH:21]([CH2:26][CH3:27])[CH2:22][CH2:23][CH2:24][CH3:25])=[C:5]2[CH:4]=1.[F-].C([N+](CCCC)(CCCC)CCCC)CCC.O. Given the product [CH2:35]([CH:30]([CH2:31][CH2:32][CH2:33][CH3:34])[CH2:29][O:28][C:8]1[C:6]2[Se:7][CH:3]=[CH:4][C:5]=2[C:18]([O:19][CH2:20][CH:21]([CH2:26][CH3:27])[CH2:22][CH2:23][CH2:24][CH3:25])=[C:10]2[Se:11][CH:12]=[CH:13][C:9]=12)[CH3:36], predict the reactants needed to synthesize it. (2) Given the product [CH:9]1[C:21]2[CH:20]([CH2:22][O:23][C:5]([CH2:4][CH2:3][CH2:2][C:1]([OH:7])=[O:8])=[O:6])[C:19]3[C:14](=[CH:15][CH:16]=[CH:17][CH:18]=3)[C:13]=2[CH:12]=[CH:11][CH:10]=1, predict the reactants needed to synthesize it. The reactants are: [C:1]1(=[O:8])[O:7][C:5](=[O:6])[CH2:4][CH2:3][CH2:2]1.[CH:9]1[C:21]2[CH:20]([CH2:22][OH:23])[C:19]3[C:14](=[CH:15][CH:16]=[CH:17][CH:18]=3)[C:13]=2[CH:12]=[CH:11][CH:10]=1.